From a dataset of Forward reaction prediction with 1.9M reactions from USPTO patents (1976-2016). Predict the product of the given reaction. Given the reactants C1C=C(Cl)C=C(C(OO)=O)C=1.[OH:12][C:13]([CH3:34])([CH3:33])[CH2:14][N:15]1[C:27]2[C:26]3[N:25]=[CH:24][CH:23]=[CH:22][C:21]=3[N:20]=[CH:19][C:18]=2[N:17]=[C:16]1[CH2:28][NH:29][C:30](=[O:32])[CH3:31].[OH-].[NH4+:36].C1(C)C=CC(S(Cl)(=O)=O)=CC=1, predict the reaction product. The product is: [NH2:36][C:19]1[C:18]2[N:17]=[C:16]([CH2:28][NH:29][C:30](=[O:32])[CH3:31])[N:15]([CH2:14][C:13]([OH:12])([CH3:34])[CH3:33])[C:27]=2[C:26]2[N:25]=[CH:24][CH:23]=[CH:22][C:21]=2[N:20]=1.